Task: Predict the reactants needed to synthesize the given product.. Dataset: Full USPTO retrosynthesis dataset with 1.9M reactions from patents (1976-2016) Given the product [C:8]1([S:14]([N:17]2[CH:21]=[C:20]([CH:37]=[CH:36][C:32]3[CH:33]=[CH:34][CH:35]=[C:30]([F:29])[CH:31]=3)[C:19]([C:23]3[CH:24]=[N:25][CH:26]=[CH:27][CH:28]=3)=[N:18]2)(=[O:16])=[O:15])[CH:13]=[CH:12][CH:11]=[CH:10][CH:9]=1, predict the reactants needed to synthesize it. The reactants are: C1(C)C=CC=CC=1.[C:8]1([S:14]([N:17]2[CH:21]=[C:20](Br)[C:19]([C:23]3[CH:24]=[N:25][CH:26]=[CH:27][CH:28]=3)=[N:18]2)(=[O:16])=[O:15])[CH:13]=[CH:12][CH:11]=[CH:10][CH:9]=1.[F:29][C:30]1[CH:31]=[C:32](/[CH:36]=[CH:37]/B(O)O)[CH:33]=[CH:34][CH:35]=1.[O-]P([O-])([O-])=O.[K+].[K+].[K+].